The task is: Predict the reactants needed to synthesize the given product.. This data is from Full USPTO retrosynthesis dataset with 1.9M reactions from patents (1976-2016). Given the product [CH:38]1([C:36]#[C:37][C:2]2[CH:3]=[C:4]([C:13]3[O:17][N:16]=[C:15]([C:18]4[CH:26]=[CH:25][C:24]5[NH:23][C:22]6[CH:27]([CH2:30][C:31]([O:33][CH2:34][CH3:35])=[O:32])[CH2:28][CH2:29][C:21]=6[C:20]=5[CH:19]=4)[N:14]=3)[CH:5]=[C:6]([O:8][C:9]([F:11])([F:12])[F:10])[CH:7]=2)[CH2:40][CH2:39]1, predict the reactants needed to synthesize it. The reactants are: Br[C:2]1[CH:3]=[C:4]([C:13]2[O:17][N:16]=[C:15]([C:18]3[CH:26]=[CH:25][C:24]4[NH:23][C:22]5[CH:27]([CH2:30][C:31]([O:33][CH2:34][CH3:35])=[O:32])[CH2:28][CH2:29][C:21]=5[C:20]=4[CH:19]=3)[N:14]=2)[CH:5]=[C:6]([O:8][C:9]([F:12])([F:11])[F:10])[CH:7]=1.[C:36]([CH:38]1[CH2:40][CH2:39]1)#[CH:37].